This data is from Forward reaction prediction with 1.9M reactions from USPTO patents (1976-2016). The task is: Predict the product of the given reaction. Given the reactants [CH3:1][C:2]1[NH:3][C:4](=[O:23])[N:5]([C:16]2[CH:17]=[C:18]([CH3:22])[CH:19]=[CH:20][CH:21]=2)[C:6]=1[C:7]1[CH:8]=[CH:9][C:10]2[N:11]([N:13]=[CH:14][N:15]=2)[CH:12]=1.CC(C)([O-])C.[K+].I[CH2:31][CH:32]1[CH2:36][CH2:35][CH2:34][CH2:33]1, predict the reaction product. The product is: [N:15]1[CH:14]=[N:13][N:11]2[CH:12]=[C:7]([C:6]3[N:5]([C:16]4[CH:17]=[C:18]([CH3:22])[CH:19]=[CH:20][CH:21]=4)[C:4](=[O:23])[N:3]([CH2:31][CH:32]4[CH2:36][CH2:35][CH2:34][CH2:33]4)[C:2]=3[CH3:1])[CH:8]=[CH:9][C:10]=12.